Dataset: NCI-60 drug combinations with 297,098 pairs across 59 cell lines. Task: Regression. Given two drug SMILES strings and cell line genomic features, predict the synergy score measuring deviation from expected non-interaction effect. Drug 1: CN(C(=O)NC(C=O)C(C(C(CO)O)O)O)N=O. Drug 2: C1C(C(OC1N2C=NC3=C2NC=NCC3O)CO)O. Cell line: SW-620. Synergy scores: CSS=52.6, Synergy_ZIP=-1.79, Synergy_Bliss=-2.81, Synergy_Loewe=-2.96, Synergy_HSA=-1.71.